Task: Predict which catalyst facilitates the given reaction.. Dataset: Catalyst prediction with 721,799 reactions and 888 catalyst types from USPTO (1) Reactant: [C:1]([NH:5][S:6]([C:9]1[CH:14]=[CH:13][C:12]([C:15]2[S:19][C:18]([C:20]3[O:24][C:23]([CH2:25][C:26]([CH3:32])([CH3:31])[C:27]([O:29]C)=[O:28])=[N:22][N:21]=3)=[N:17][C:16]=2[CH2:33][CH:34]2[CH2:37][CH2:36][CH2:35]2)=[C:11]([Cl:38])[C:10]=1[Cl:39])(=[O:8])=[O:7])([CH3:4])([CH3:3])[CH3:2].CO.O[Li].O.Cl. Product: [C:1]([NH:5][S:6]([C:9]1[CH:14]=[CH:13][C:12]([C:15]2[S:19][C:18]([C:20]3[O:24][C:23]([CH2:25][C:26]([CH3:31])([CH3:32])[C:27]([OH:29])=[O:28])=[N:22][N:21]=3)=[N:17][C:16]=2[CH2:33][CH:34]2[CH2:37][CH2:36][CH2:35]2)=[C:11]([Cl:38])[C:10]=1[Cl:39])(=[O:7])=[O:8])([CH3:2])([CH3:3])[CH3:4]. The catalyst class is: 20. (2) Reactant: [O:1]1[C:5]2[CH:6]=[CH:7][CH:8]=[CH:9][C:4]=2[C:3]([C:10](OCC)=[O:11])=[N:2]1.[H-].[Al+3].[Li+].[H-].[H-].[H-].CO. Product: [O:1]1[C:5]2[CH:6]=[CH:7][CH:8]=[CH:9][C:4]=2[C:3]([CH2:10][OH:11])=[N:2]1. The catalyst class is: 7. (3) Reactant: Cl[C:2]1[CH:7]=[C:6]([C:8]2[CH:13]=[CH:12][CH:11]=[CH:10][CH:9]=2)[N:5]=[C:4]([NH:14][C:15](=[O:29])[CH2:16][CH2:17][C:18]([C:20]2[CH:21]=[CH:22][C:23]3[O:27][CH2:26][CH2:25][C:24]=3[CH:28]=2)=[O:19])[CH:3]=1.[C:30]1(C2C=CC=CC=2)C=CC=CC=1P(C1CCCCC1)C1CCCCC1.C(=O)([O-])[O-].[K+].[K+].CO[CH:63]([C:74]([OH:76])=[O:75])[CH2:64][C:65]1[CH:70]=[CH:69][C:68](B(O)O)=[CH:67][CH:66]=1. Product: [O:27]1[C:23]2[CH:22]=[CH:21][C:20]([C:18](=[O:19])[CH2:17][CH2:16][C:15]([NH:14][C:4]3[CH:3]=[C:2]([C:68]4[CH:67]=[CH:66][C:65]([CH2:64][CH2:63][C:74]([O:76][CH3:30])=[O:75])=[CH:70][CH:69]=4)[CH:7]=[C:6]([C:8]4[CH:13]=[CH:12][CH:11]=[CH:10][CH:9]=4)[N:5]=3)=[O:29])=[CH:28][C:24]=2[CH2:25][CH2:26]1. The catalyst class is: 110. (4) Reactant: [CH3:1][C:2]1[N:3]=[N:4][CH:5]=[CH:6][C:7]=1[O:8][C:9]1[C:10]([NH2:15])=[N:11][CH:12]=[CH:13][CH:14]=1.[Br:16]N1C(=O)CCC1=O. Product: [Br:16][C:13]1[CH:14]=[C:9]([O:8][C:7]2[CH:6]=[CH:5][N:4]=[N:3][C:2]=2[CH3:1])[C:10]([NH2:15])=[N:11][CH:12]=1. The catalyst class is: 18. (5) Reactant: C([O-])([O-])=O.[Na+].[Na+].[C:7]([O:11][C:12]([N:14]1[CH2:19][CH2:18][CH:17]([N:20]([CH:30]2[CH2:32][CH2:31]2)[C:21](=[O:29])[C:22]2[CH:27]=[CH:26][C:25](I)=[CH:24][CH:23]=2)[CH2:16][CH2:15]1)=[O:13])([CH3:10])([CH3:9])[CH3:8].[CH3:33][S:34]([CH2:37][C:38]1[CH:43]=[CH:42][C:41](B(O)O)=[CH:40][CH:39]=1)(=[O:36])=[O:35]. Product: [C:7]([O:11][C:12]([N:14]1[CH2:19][CH2:18][CH:17]([N:20]([CH:30]2[CH2:32][CH2:31]2)[C:21]([C:22]2[CH:27]=[CH:26][C:25]([C:41]3[CH:40]=[CH:39][C:38]([CH2:37][S:34]([CH3:33])(=[O:36])=[O:35])=[CH:43][CH:42]=3)=[CH:24][CH:23]=2)=[O:29])[CH2:16][CH2:15]1)=[O:13])([CH3:10])([CH3:9])[CH3:8]. The catalyst class is: 12.